From a dataset of Forward reaction prediction with 1.9M reactions from USPTO patents (1976-2016). Predict the product of the given reaction. (1) Given the reactants [CH:1]([C:3]1[N:7]([CH3:8])[C:6]([C:9]([O:11][CH2:12][CH3:13])=[O:10])=[CH:5][C:4]=1[CH3:14])=[O:2].CO.[BH4-].[Na+].[Cl-].[NH4+], predict the reaction product. The product is: [OH:2][CH2:1][C:3]1[N:7]([CH3:8])[C:6]([C:9]([O:11][CH2:12][CH3:13])=[O:10])=[CH:5][C:4]=1[CH3:14]. (2) Given the reactants [O:1]=[C:2]1[CH2:6][S:5][C:4](=[S:7])[N:3]1[NH:8][C:9]1[CH:17]=[CH:16][CH:15]=[CH:14][C:10]=1[C:11]([OH:13])=[O:12].[C:18]([C:22]1[CH:27]=[CH:26][C:25]([C:28]2[O:32][C:31]([CH:33]=O)=[CH:30][CH:29]=2)=[CH:24][CH:23]=1)([CH3:21])([CH3:20])[CH3:19].C(O)(=O)C.C(O)(=O)C.C(N)CN.S([O-])(O)=O.[Na+], predict the reaction product. The product is: [C:18]([C:22]1[CH:27]=[CH:26][C:25]([C:28]2[O:32][C:31](/[CH:33]=[C:6]3\[C:2](=[O:1])[N:3]([NH:8][C:9]4[CH:17]=[CH:16][CH:15]=[CH:14][C:10]=4[C:11]([OH:13])=[O:12])[C:4](=[S:7])[S:5]\3)=[CH:30][CH:29]=2)=[CH:24][CH:23]=1)([CH3:21])([CH3:20])[CH3:19].